This data is from Full USPTO retrosynthesis dataset with 1.9M reactions from patents (1976-2016). The task is: Predict the reactants needed to synthesize the given product. (1) Given the product [N:13]([CH2:12][CH:11]([C:5]1[CH:10]=[CH:9][CH:8]=[CH:7][CH:6]=1)[C:14]1[CH:19]=[CH:18][CH:17]=[CH:16][CH:15]=1)=[C:1]=[S:2], predict the reactants needed to synthesize it. The reactants are: [C:1](Cl)(Cl)=[S:2].[C:5]1([CH:11]([C:14]2[CH:19]=[CH:18][CH:17]=[CH:16][CH:15]=2)[CH2:12][NH2:13])[CH:10]=[CH:9][CH:8]=[CH:7][CH:6]=1.[OH-].[Na+]. (2) Given the product [CH2:3]([N:6]1[C@H:11]([CH3:12])[CH2:10][N:9]([C@@H:13]([C:14]2[CH:15]=[C:16]([CH:17]=[CH:18][CH:19]=2)[O:20][CH2:38][C:39]([O:41][CH3:42])=[O:40])[C:21]2[CH:22]=[CH:23][C:24]([C:25]([N:27]([CH2:28][CH3:29])[CH2:30][CH3:31])=[O:26])=[CH:32][CH:33]=2)[C@@H:8]([CH3:34])[CH2:7]1)[CH:4]=[CH2:5], predict the reactants needed to synthesize it. The reactants are: [H-].[Na+].[CH2:3]([N:6]1[C@H:11]([CH3:12])[CH2:10][N:9]([C@H:13]([C:21]2[CH:33]=[CH:32][C:24]([C:25]([N:27]([CH2:30][CH3:31])[CH2:28][CH3:29])=[O:26])=[CH:23][CH:22]=2)[C:14]2[CH:19]=[CH:18][CH:17]=[C:16]([OH:20])[CH:15]=2)[C@@H:8]([CH3:34])[CH2:7]1)[CH:4]=[CH2:5].[I-].[Na+].Cl[CH2:38][C:39]([O:41][CH3:42])=[O:40].C(=O)=O. (3) Given the product [Cl:12][C:6]1[N:7]=[CH:8][C:9]2[C:4]([CH:5]=1)=[CH:3][C:2]([C:18]1[N:14]([CH3:13])[N:15]=[N:16][CH:17]=1)=[CH:11][CH:10]=2, predict the reactants needed to synthesize it. The reactants are: Br[C:2]1[CH:3]=[C:4]2[C:9](=[CH:10][CH:11]=1)[CH:8]=[N:7][C:6]([Cl:12])=[CH:5]2.[CH3:13][N:14]1[CH:18]=[CH:17][N:16]=[N:15]1.CC([O-])=O.[K+]. (4) Given the product [CH3:8][C@H:6]1[O:7][C@@H:2]([CH3:1])[CH2:3][N:4]([C:9]2[C:14]([CH:15]=[O:16])=[CH:13][C:12]([C:27]3[CH:36]=[CH:35][C:34]4[C:29](=[CH:30][CH:31]=[CH:32][CH:33]=4)[N:28]=3)=[CH:11][N:10]=2)[CH2:5]1, predict the reactants needed to synthesize it. The reactants are: [CH3:1][C@@H:2]1[O:7][C@H:6]([CH3:8])[CH2:5][N:4]([C:9]2[C:14]([CH:15]=[O:16])=[CH:13][C:12](B3OC(C)(C)C(C)(C)O3)=[CH:11][N:10]=2)[CH2:3]1.Br[C:27]1[CH:36]=[CH:35][C:34]2[C:29](=[CH:30][CH:31]=[CH:32][CH:33]=2)[N:28]=1. (5) Given the product [Br:12][C:9]1[CH:8]=[CH:7][C:6]([OH:11])=[C:5]([O:4][CH:1]([CH3:3])[CH3:2])[CH:10]=1, predict the reactants needed to synthesize it. The reactants are: [CH:1]([O:4][C:5]1[CH:10]=[CH:9][CH:8]=[CH:7][C:6]=1[OH:11])([CH3:3])[CH3:2].[Br:12]Br.C(=O)([O-])O.[Na+]. (6) Given the product [CH3:28][S:29]([O:1][CH2:2][CH2:3][C:4]1[O:5][C:6]2[CH:12]=[CH:11][C:10]([C:13]3[CH:20]=[CH:19][C:16]([C:17]#[N:18])=[CH:15][CH:14]=3)=[CH:9][C:7]=2[CH:8]=1)(=[O:31])=[O:30], predict the reactants needed to synthesize it. The reactants are: [OH:1][CH2:2][CH2:3][C:4]1[O:5][C:6]2[CH:12]=[CH:11][C:10]([C:13]3[CH:20]=[CH:19][C:16]([C:17]#[N:18])=[CH:15][CH:14]=3)=[CH:9][C:7]=2[CH:8]=1.C(N(CC)CC)C.[CH3:28][S:29](Cl)(=[O:31])=[O:30].